Dataset: Full USPTO retrosynthesis dataset with 1.9M reactions from patents (1976-2016). Task: Predict the reactants needed to synthesize the given product. Given the product [C:1]([C:5]1[CH:6]=[CH:7][C:8]([C:11]2[O:12][CH2:13][C:14]([CH3:17])([CH3:16])[N:15]=2)=[C:9]([CH:10]=1)[CH:22]=[O:23])([CH3:4])([CH3:2])[CH3:3], predict the reactants needed to synthesize it. The reactants are: [C:1]([C:5]1[CH:10]=[CH:9][C:8]([C:11]2[O:12][CH2:13][C:14]([CH3:17])([CH3:16])[N:15]=2)=[CH:7][CH:6]=1)([CH3:4])([CH3:3])[CH3:2].N#N.C1C[O:23][CH2:22]C1.C([Li])CCC.